This data is from Forward reaction prediction with 1.9M reactions from USPTO patents (1976-2016). The task is: Predict the product of the given reaction. (1) Given the reactants [Br:1][C:2]([Br:5])(Br)Br.[C:6]1([C:14]2[CH:19]=[CH:18][CH:17]=[CH:16][CH:15]=2)[CH:11]=[CH:10][C:9]([CH:12]=O)=[CH:8][CH:7]=1.C1(P(C2C=CC=CC=2)C2C=CC=CC=2)C=CC=CC=1.C(=O)([O-])O.[Na+], predict the reaction product. The product is: [Br:1][C:2]([Br:5])=[CH:12][C:9]1[CH:10]=[CH:11][C:6]([C:14]2[CH:15]=[CH:16][CH:17]=[CH:18][CH:19]=2)=[CH:7][CH:8]=1. (2) Given the reactants C(OC([NH:11][C@@H:12]([CH2:17][C:18]([F:27])([F:26])[CH2:19][C:20]1[CH:25]=[CH:24][CH:23]=[CH:22][CH:21]=1)[C:13]([O:15][CH3:16])=[O:14])=O)C1C=CC=CC=1.[BrH:28], predict the reaction product. The product is: [BrH:28].[NH2:11][C@@H:12]([CH2:17][C:18]([F:26])([F:27])[CH2:19][C:20]1[CH:25]=[CH:24][CH:23]=[CH:22][CH:21]=1)[C:13]([O:15][CH3:16])=[O:14]. (3) Given the reactants Br[C:2]1[N:3]=[C:4]2[C:10]3[CH:11]=[CH:12][CH:13]=[CH:14][C:9]=3[NH:8][C:7]3[N:15]=[CH:16][CH:17]=[CH:18][C:6]=3[N:5]2[C:19]=1[C:20]1[CH:25]=[CH:24][C:23]([C:26]2([NH:30]C(=O)OC(C)(C)C)[CH2:29][CH2:28][CH2:27]2)=[CH:22][CH:21]=1.[CH3:38][N:39](C=O)C, predict the reaction product. The product is: [NH2:30][C:26]1([C:23]2[CH:22]=[CH:21][C:20]([C:19]3[N:5]4[C:6]5[CH:18]=[CH:17][CH:16]=[N:15][C:7]=5[NH:8][C:9]5[CH:14]=[CH:13][CH:12]=[CH:11][C:10]=5[C:4]4=[N:3][C:2]=3[C:38]#[N:39])=[CH:25][CH:24]=2)[CH2:29][CH2:28][CH2:27]1. (4) Given the reactants C([O-])(O)=O.[Na+].[NH2:6][C:7]1[CH:16]=[C:15]([NH2:17])[CH:14]=[CH:13][C:8]=1[O:9][CH2:10][CH2:11][OH:12].[C:18](O[C:18]([O:20][C:21]([CH3:24])([CH3:23])[CH3:22])=[O:19])([O:20][C:21]([CH3:24])([CH3:23])[CH3:22])=[O:19].ClCCl, predict the reaction product. The product is: [NH2:6][C:7]1[CH:16]=[C:15]([NH:17][C:18](=[O:19])[O:20][C:21]([CH3:24])([CH3:23])[CH3:22])[CH:14]=[CH:13][C:8]=1[O:9][CH2:10][CH2:11][OH:12]. (5) Given the reactants [Cl:1][C:2]1[CH:7]=[CH:6][C:5]([C:8]2[S:9][C:10]3[C:11](=[O:26])[N:12]([C:17]4[CH:18]=[C:19]5[C:23](=[CH:24][CH:25]=4)[NH:22][CH:21]=[CH:20]5)[CH2:13][CH2:14][C:15]=3[N:16]=2)=[CH:4][CH:3]=1.[H-].[Na+].Br.Br[CH2:31][C:32]1[CH:37]=[CH:36][CH:35]=[CH:34][N:33]=1, predict the reaction product. The product is: [Cl:1][C:2]1[CH:7]=[CH:6][C:5]([C:8]2[S:9][C:10]3[C:11](=[O:26])[N:12]([C:17]4[CH:18]=[C:19]5[C:23](=[CH:24][CH:25]=4)[N:22]([CH2:31][C:32]4[CH:37]=[CH:36][CH:35]=[CH:34][N:33]=4)[CH:21]=[CH:20]5)[CH2:13][CH2:14][C:15]=3[N:16]=2)=[CH:4][CH:3]=1. (6) Given the reactants [F:1][C:2]([F:7])([F:6])[C:3]([OH:5])=[O:4].[F:8][C:9]1[CH:14]=[CH:13][C:12]([C:15]2[N:16]=[C:17]([NH:20][CH2:21][C:22]([OH:24])=O)[S:18][CH:19]=2)=[CH:11][CH:10]=1.[F:25][C:26]1[CH:32]=[CH:31][C:29]([NH2:30])=[CH:28][CH:27]=1, predict the reaction product. The product is: [F:1][C:2]([F:7])([F:6])[C:3]([OH:5])=[O:4].[F:25][C:26]1[CH:32]=[CH:31][C:29]([NH:30][C:22](=[O:24])[CH2:21][NH:20][C:17]2[S:18][CH:19]=[C:15]([C:12]3[CH:11]=[CH:10][C:9]([F:8])=[CH:14][CH:13]=3)[N:16]=2)=[CH:28][CH:27]=1. (7) Given the reactants [C:1]1([C:16]2[CH:21]=[CH:20][CH:19]=[CH:18][CH:17]=2)[CH:6]=[CH:5][C:4]([C:7]2([C:12]([O:14][CH3:15])=[O:13])[CH2:9][CH:8]2[CH:10]=O)=[CH:3][CH:2]=1.[CH3:22][NH2:23].[BH4-].[Na+].[ClH:26], predict the reaction product. The product is: [ClH:26].[C:1]1([C:16]2[CH:21]=[CH:20][CH:19]=[CH:18][CH:17]=2)[CH:6]=[CH:5][C:4]([C:7]2([C:12]([O:14][CH3:15])=[O:13])[CH2:9][CH:8]2[CH2:10][NH:23][CH3:22])=[CH:3][CH:2]=1. (8) Given the reactants I[C:2]1[CH:7]=[CH:6][C:5]([CH:8]([OH:11])[CH2:9][OH:10])=[CH:4][CH:3]=1.C[Si]([C:16]#[CH:17])(C)C.[Cl-].[NH4+].Cl, predict the reaction product. The product is: [C:16]([C:2]1[CH:7]=[CH:6][C:5]([CH:8]([OH:11])[CH2:9][OH:10])=[CH:4][CH:3]=1)#[CH:17]. (9) Given the reactants [CH2:1]([C:3]1[NH:4][C:5]2[C:10]([CH:11]=1)=[CH:9][CH:8]=[C:7]([O:12][CH3:13])[CH:6]=2)[CH3:2].[C:14](O[C:14]([C:16]([F:19])([F:18])[F:17])=[O:15])([C:16]([F:19])([F:18])[F:17])=[O:15].[H-].[Na+].[CH2:29]1COCC1, predict the reaction product. The product is: [CH2:1]([C:3]1[N:4]([CH3:29])[C:5]2[C:10]([C:11]=1[C:14](=[O:15])[C:16]([F:19])([F:18])[F:17])=[CH:9][CH:8]=[C:7]([O:12][CH3:13])[CH:6]=2)[CH3:2]. (10) Given the reactants C(P(C(C)(C)C)C1C=CC2C(=CC=CC=2)C=1C1C2C(=CC=CC=2)C=CC=1)(C)(C)C.C(=O)([O-])[O-].[Cs+].[Cs+].[CH2:36]1[C:40]2([CH2:45][CH2:44][CH2:43][CH:42]([CH2:46][OH:47])[CH2:41]2)[CH2:39][CH2:38][CH2:37]1.Br[C:49]1[N:54]=[CH:53][C:52]([CH:55]=[O:56])=[CH:51][CH:50]=1, predict the reaction product. The product is: [CH2:36]1[C:40]2([CH2:45][CH2:44][CH2:43][CH:42]([CH2:46][O:47][C:49]3[N:54]=[CH:53][C:52]([CH:55]=[O:56])=[CH:51][CH:50]=3)[CH2:41]2)[CH2:39][CH2:38][CH2:37]1.